From a dataset of NCI-60 drug combinations with 297,098 pairs across 59 cell lines. Regression. Given two drug SMILES strings and cell line genomic features, predict the synergy score measuring deviation from expected non-interaction effect. (1) Drug 2: CC1C(C(=O)NC(C(=O)N2CCCC2C(=O)N(CC(=O)N(C(C(=O)O1)C(C)C)C)C)C(C)C)NC(=O)C3=C4C(=C(C=C3)C)OC5=C(C(=O)C(=C(C5=N4)C(=O)NC6C(OC(=O)C(N(C(=O)CN(C(=O)C7CCCN7C(=O)C(NC6=O)C(C)C)C)C)C(C)C)C)N)C. Synergy scores: CSS=13.8, Synergy_ZIP=19.1, Synergy_Bliss=21.6, Synergy_Loewe=21.4, Synergy_HSA=21.5. Drug 1: CC1=C(C=C(C=C1)NC2=NC=CC(=N2)N(C)C3=CC4=NN(C(=C4C=C3)C)C)S(=O)(=O)N.Cl. Cell line: OVCAR-8. (2) Drug 1: C1CCN(CC1)CCOC2=CC=C(C=C2)C(=O)C3=C(SC4=C3C=CC(=C4)O)C5=CC=C(C=C5)O. Drug 2: CN1C2=C(C=C(C=C2)N(CCCl)CCCl)N=C1CCCC(=O)O.Cl. Cell line: HT29. Synergy scores: CSS=-4.93, Synergy_ZIP=1.50, Synergy_Bliss=-3.36, Synergy_Loewe=-7.61, Synergy_HSA=-7.60. (3) Synergy scores: CSS=45.4, Synergy_ZIP=-3.07, Synergy_Bliss=-4.41, Synergy_Loewe=-6.79, Synergy_HSA=-0.0807. Drug 2: CC1C(C(CC(O1)OC2CC(CC3=C2C(=C4C(=C3O)C(=O)C5=C(C4=O)C(=CC=C5)OC)O)(C(=O)CO)O)N)O.Cl. Drug 1: CC(C)CN1C=NC2=C1C3=CC=CC=C3N=C2N. Cell line: SNB-75. (4) Drug 1: C1=CC(=C2C(=C1NCCNCCO)C(=O)C3=C(C=CC(=C3C2=O)O)O)NCCNCCO. Drug 2: C1=NNC2=C1C(=O)NC=N2. Cell line: A498. Synergy scores: CSS=37.9, Synergy_ZIP=3.83, Synergy_Bliss=4.82, Synergy_Loewe=-11.4, Synergy_HSA=5.28. (5) Drug 1: C1CC(=O)NC(=O)C1N2CC3=C(C2=O)C=CC=C3N. Drug 2: CC12CCC3C(C1CCC2O)C(CC4=C3C=CC(=C4)O)CCCCCCCCCS(=O)CCCC(C(F)(F)F)(F)F. Cell line: SR. Synergy scores: CSS=15.2, Synergy_ZIP=-4.12, Synergy_Bliss=-0.307, Synergy_Loewe=-1.83, Synergy_HSA=-1.42. (6) Drug 1: CS(=O)(=O)C1=CC(=C(C=C1)C(=O)NC2=CC(=C(C=C2)Cl)C3=CC=CC=N3)Cl. Drug 2: CNC(=O)C1=NC=CC(=C1)OC2=CC=C(C=C2)NC(=O)NC3=CC(=C(C=C3)Cl)C(F)(F)F. Cell line: HCT116. Synergy scores: CSS=14.1, Synergy_ZIP=1.57, Synergy_Bliss=0.0811, Synergy_Loewe=-15.2, Synergy_HSA=-0.728.